From a dataset of Peptide-MHC class II binding affinity with 134,281 pairs from IEDB. Regression. Given a peptide amino acid sequence and an MHC pseudo amino acid sequence, predict their binding affinity value. This is MHC class II binding data. (1) The peptide sequence is ESHGVAAVLFAATAA. The MHC is HLA-DQA10401-DQB10402 with pseudo-sequence HLA-DQA10401-DQB10402. The binding affinity (normalized) is 0.473. (2) The peptide sequence is GELQIVDKIDKAFKI. The MHC is DRB1_1201 with pseudo-sequence DRB1_1201. The binding affinity (normalized) is 0.689. (3) The peptide sequence is YDKFLANVSTYLTGK. The MHC is DRB1_0405 with pseudo-sequence DRB1_0405. The binding affinity (normalized) is 0.636. (4) The peptide sequence is YDKDLANVSTVLTGK. The MHC is DRB3_0202 with pseudo-sequence DRB3_0202. The binding affinity (normalized) is 0.452. (5) The peptide sequence is EWEPLTKKGNVWEVK. The binding affinity (normalized) is 0.514. The MHC is DRB1_0802 with pseudo-sequence DRB1_0802.